Dataset: Reaction yield outcomes from USPTO patents with 853,638 reactions. Task: Predict the reaction yield, written as a fraction of the theoretical maximum amount of product (1.0 means a 100% yield; for example, 0.34 means a 34% yield). (1) The reactants are [I:1][C:2]1[C:6]([CH:7]=O)=[CH:5][N:4]([CH:9]2[CH2:14][CH2:13][CH2:12][CH2:11][O:10]2)[N:3]=1.[CH3:15][N:16]([CH2:24][CH2:25][NH:26][CH3:27])[C:17](=[O:23])[O:18][C:19]([CH3:22])([CH3:21])[CH3:20].[BH-](OC(C)=O)(OC(C)=O)OC(C)=O.[Na+]. The catalyst is ClC(Cl)C.ClCCl. The product is [I:1][C:2]1[C:6]([CH2:7][N:26]([CH3:27])[CH2:25][CH2:24][N:16]([CH3:15])[C:17](=[O:23])[O:18][C:19]([CH3:20])([CH3:21])[CH3:22])=[CH:5][N:4]([CH:9]2[CH2:14][CH2:13][CH2:12][CH2:11][O:10]2)[N:3]=1. The yield is 0.920. (2) The reactants are [NH2:1][C:2]1[CH:7]=[CH:6][C:5]([C:8]2[CH:13]=[CH:12][C:11]([C:14]([C@@H:16]3[CH2:19][CH2:18][C@H:17]3[C:20]([O:22]C)=[O:21])=[O:15])=[CH:10][CH:9]=2)=[CH:4][CH:3]=1.Cl[C:25]1[S:26][C:27]2[C:33]([F:34])=[CH:32][C:31]([F:35])=[CH:30][C:28]=2[N:29]=1.Cl.[OH-].[Na+].[CH2:39](O)CCC. No catalyst specified. The product is [F:35][C:31]1[CH:32]=[C:33]([F:34])[C:27]2[S:26][C:25]([NH:1][C:2]3[CH:3]=[CH:4][C:5]([C:8]4[CH:9]=[CH:10][C:11]([C:14]([C@@H:16]5[CH2:39][CH2:19][CH2:18][C@H:17]5[C:20]([OH:22])=[O:21])=[O:15])=[CH:12][CH:13]=4)=[CH:6][CH:7]=3)=[N:29][C:28]=2[CH:30]=1. The yield is 0.580. (3) The product is [C:33]([O:37][C:38]([N:40]1[CH:45]([C:46]2[NH:50][C:49]3[CH:51]=[C:52]([C:25]4[CH:26]=[CH:27][C:28]5[C:29]6[C:20](=[CH:19][C:18]([C:15]7[NH:14][C:13]([CH:9]8[CH2:10][CH2:11][CH2:12][N:8]8[C:6]([O:5][C:1]([CH3:2])([CH3:3])[CH3:4])=[O:7])=[N:17][CH:16]=7)=[CH:31][CH:30]=6)[CH2:21][CH2:22][C:23]=5[CH:24]=4)[CH:53]=[CH:54][C:48]=3[N:47]=2)[CH:44]2[CH2:64][CH:41]1[CH2:42][CH2:43]2)=[O:39])([CH3:36])([CH3:34])[CH3:35]. The catalyst is COCCOC.O. The yield is 0.590. The reactants are [C:1]([O:5][C:6]([N:8]1[CH2:12][CH2:11][CH2:10][CH:9]1[C:13]1[NH:14][C:15]([C:18]2[CH:31]=[CH:30][C:29]3[C:28]4[C:23](=[CH:24][C:25](Br)=[CH:26][CH:27]=4)[CH2:22][CH2:21][C:20]=3[CH:19]=2)=[CH:16][N:17]=1)=[O:7])([CH3:4])([CH3:3])[CH3:2].[C:33]([O:37][C:38]([N:40]1[CH:45]([C:46]2[NH:50][C:49]3[CH:51]=[C:52](B4OC(C)(C)C(C)(C)O4)[CH:53]=[CH:54][C:48]=3[N:47]=2)[CH:44]2[CH2:64][CH:41]1[CH2:42][CH2:43]2)=[O:39])([CH3:36])([CH3:35])[CH3:34].C([O-])(O)=O.[Na+]. (4) The reactants are [NH2:1][C:2]1[C:3]([CH3:13])=[C:4]([CH:9]=[C:10]([Cl:12])[CH:11]=1)[C:5]([O:7][CH3:8])=[O:6].[C:14]([O-])(=O)[CH3:15].[NH4+:18].[CH:19](=O)[CH:20]=O.C(=O)C. The catalyst is CO. The product is [Cl:12][C:10]1[CH:11]=[C:2]([N:1]2[CH:20]=[CH:19][N:18]=[C:14]2[CH3:15])[C:3]([CH3:13])=[C:4]([CH:9]=1)[C:5]([O:7][CH3:8])=[O:6]. The yield is 0.150. (5) The catalyst is Cl.O. The product is [NH2:29][CH:7]([CH2:8][CH2:9][CH2:10][CH2:11][B:12]([OH:16])[OH:13])[C:21]([C:22]1[CH:27]=[CH:26][CH:25]=[CH:24][CH:23]=1)=[O:28]. The reactants are C(OC(=O)[C:7]([N:29]=C(C1C=CC=CC=1)C1C=CC=CC=1)([C:21](=[O:28])[C:22]1[CH:27]=[CH:26][CH:25]=[CH:24][CH:23]=1)[CH2:8][CH2:9][CH2:10][CH2:11][B:12]1[O:16]C(C)(C)C(C)(C)[O:13]1)(C)(C)C. The yield is 0.880. (6) The reactants are Cl[C:2]1[N:7]=[C:6]([NH:8][C:9]2[CH:13]=[C:12]([CH:14]3[CH2:16][CH2:15]3)[NH:11][N:10]=2)[CH:5]=[C:4]([CH3:17])[N:3]=1.[C:18]1([C:24]2[CH:28]=[C:27]([CH2:29][NH2:30])[O:26][N:25]=2)[CH:23]=[CH:22][CH:21]=[CH:20][CH:19]=1.C([N:34](C(C)C)CC)(C)C. The catalyst is C(O)CCC. The product is [CH:14]1([C:12]2[NH:11][N:10]=[C:9]([NH:8][C:6]3[N:7]=[C:2]([NH:30][CH2:29][C:27]4[O:26][N:25]=[C:24]([C:18]5[CH:19]=[CH:20][CH:21]=[CH:22][CH:23]=5)[CH:28]=4)[NH:3][C:4]([CH3:17])([NH2:34])[CH:5]=3)[CH:13]=2)[CH2:16][CH2:15]1. The yield is 0.580.